From a dataset of Full USPTO retrosynthesis dataset with 1.9M reactions from patents (1976-2016). Predict the reactants needed to synthesize the given product. (1) Given the product [C:1]([O:5][C:6]([N:8]([CH3:17])[CH2:9][CH2:10][C:11]([OH:16])([C:18]#[CH:19])[C:12]([O:14][CH3:15])=[O:13])=[O:7])([CH3:2])([CH3:4])[CH3:3], predict the reactants needed to synthesize it. The reactants are: [C:1]([O:5][C:6]([N:8]([CH3:17])[CH2:9][CH2:10][C:11](=[O:16])[C:12]([O:14][CH3:15])=[O:13])=[O:7])([CH3:4])([CH3:3])[CH3:2].[C:18]([Mg]Br)#[CH:19].C1COCC1. (2) Given the product [O:26]=[S:22]1(=[O:25])[CH2:23][CH2:24][N:18]([CH3:17])[C:19](=[O:27])[CH2:20][N:21]1[C:2]1[N:11]=[C:10]([C:12]([O:14][CH3:15])=[O:13])[C:9]([OH:16])=[C:8]2[C:3]=1[CH:4]=[CH:5][CH:6]=[N:7]2, predict the reactants needed to synthesize it. The reactants are: Br[C:2]1[N:11]=[C:10]([C:12]([O:14][CH3:15])=[O:13])[C:9]([OH:16])=[C:8]2[C:3]=1[CH:4]=[CH:5][CH:6]=[N:7]2.[CH3:17][N:18]1[CH2:24][CH2:23][S:22](=[O:26])(=[O:25])[NH:21][CH2:20][C:19]1=[O:27].